Dataset: Full USPTO retrosynthesis dataset with 1.9M reactions from patents (1976-2016). Task: Predict the reactants needed to synthesize the given product. (1) Given the product [C:10]1([O:20][CH3:21])[C:11](=[CH:13][CH:14]=[C:15]([CH:19]=1)[CH2:16][CH:17]=[CH2:18])[OH:12].[O:30]1[C:29]2[C:24](=[CH:25][C:26](=[CH:27][CH:28]=2)[CH2:31][CH:32]=[CH2:33])[O:23][CH2:22]1.[C:36]1([O:35][CH3:34])[CH:41]=[CH:40][C:39]([CH:42]=[CH:43][CH3:44])=[CH:38][CH:37]=1, predict the reactants needed to synthesize it. The reactants are: C1(CCC)C=CC=CC=1.[CH:10]1([O:20][CH3:21])[CH:19]=[C:15]([CH2:16][CH:17]=[CH2:18])[CH:14]=[CH:13][CH:11]1[OH:12].[CH2:22]1[O:30][C:29]2[CH:28]=[CH:27][C:26]([CH2:31][CH2:32][CH3:33])=[CH:25][C:24]=2[O:23]1.[CH3:34][O:35][C:36]1[CH:41]=[CH:40][C:39]([CH2:42][CH2:43][CH3:44])=[CH:38][CH:37]=1. (2) The reactants are: C(O[C:4]([C:6]1[CH:11]=[C:10]([C:12]2[CH:17]=[CH:16][N:15]=[C:14]([Cl:18])[CH:13]=2)[CH:9]=[C:8]([CH3:19])[N:7]=1)=[O:5])C.[NH2:20][C:21]1[CH:26]=[CH:25][C:24]([CH3:27])=[CH:23][N:22]=1. Given the product [CH3:27][C:24]1[CH:25]=[CH:26][C:21]([NH:20][C:4]([C:6]2[CH:11]=[C:10]([C:12]3[CH:17]=[CH:16][N:15]=[C:14]([Cl:18])[CH:13]=3)[CH:9]=[C:8]([CH3:19])[N:7]=2)=[O:5])=[N:22][CH:23]=1, predict the reactants needed to synthesize it.